From a dataset of Forward reaction prediction with 1.9M reactions from USPTO patents (1976-2016). Predict the product of the given reaction. (1) Given the reactants [Cr](Cl)([O-])(=O)=O.[NH+]1C=CC=CC=1.[OH:12][CH2:13][C:14]12[CH2:20][C:17]([C:21]([O:23][CH3:24])=[O:22])([CH2:18][CH2:19]1)[CH2:16][CH2:15]2, predict the reaction product. The product is: [CH:13]([C:14]12[CH2:20][C:17]([C:21]([O:23][CH3:24])=[O:22])([CH2:16][CH2:15]1)[CH2:18][CH2:19]2)=[O:12]. (2) Given the reactants [OH:1][NH:2][CH2:3][CH2:4][C:5]([O:7][C:8]([CH3:11])([CH3:10])[CH3:9])=[O:6].C(Cl)Cl.[Cl-].[S:16]([C:20]1[CH:26]=[CH:25][C:23]([CH3:24])=[CH:22][CH:21]=1)([O-])(=[O:18])=[O:17], predict the reaction product. The product is: [S:16]([O:1][NH:2][CH2:3][CH2:4][C:5]([O:7][C:8]([CH3:11])([CH3:10])[CH3:9])=[O:6])([C:20]1[CH:26]=[CH:25][C:23]([CH3:24])=[CH:22][CH:21]=1)(=[O:18])=[O:17].